Dataset: Full USPTO retrosynthesis dataset with 1.9M reactions from patents (1976-2016). Task: Predict the reactants needed to synthesize the given product. Given the product [N:24]1[C:16]([C:15]2[C:10]([NH:9][C:8]3[C:3]([F:2])=[C:4]([NH:32][S:33]([C:36]4[CH:37]=[CH:38][C:39]([O:42][C:43]([F:45])([F:44])[F:46])=[CH:40][CH:41]=4)(=[O:35])=[O:34])[CH:5]=[CH:6][C:7]=3[F:31])=[N:11][CH:12]=[CH:13][CH:14]=2)=[C:17]2[C:21]([NH:20][CH:19]=[N:18]2)=[N:22][CH:23]=1, predict the reactants needed to synthesize it. The reactants are: Cl.[F:2][C:3]1[C:8]([NH:9][C:10]2[C:15]([C:16]3[N:24]=[CH:23][N:22]=[C:21]4[C:17]=3[N:18]=[CH:19][N:20]4C3CCCCO3)=[CH:14][CH:13]=[CH:12][N:11]=2)=[C:7]([F:31])[CH:6]=[CH:5][C:4]=1[NH:32][S:33]([C:36]1[CH:41]=[CH:40][C:39]([O:42][C:43]([F:46])([F:45])[F:44])=[CH:38][CH:37]=1)(=[O:35])=[O:34].